This data is from Full USPTO retrosynthesis dataset with 1.9M reactions from patents (1976-2016). The task is: Predict the reactants needed to synthesize the given product. (1) Given the product [N+:1]([C:4]1[CH:9]=[CH:8][C:7]([N:10]2[CH2:15][CH2:14][N:13]([C:16]([O:18][CH2:19][CH2:20][N:29]([CH3:30])[CH3:28])=[O:17])[CH2:12][CH2:11]2)=[CH:6][CH:5]=1)([O-:3])=[O:2], predict the reactants needed to synthesize it. The reactants are: [N+:1]([C:4]1[CH:9]=[CH:8][C:7]([N:10]2[CH2:15][CH2:14][N:13]([C:16]([O:18][C:19]3C=CC([N+]([O-])=O)=C[CH:20]=3)=[O:17])[CH2:12][CH2:11]2)=[CH:6][CH:5]=1)([O-:3])=[O:2].[CH3:28][N:29](C)[CH2:30]CO. (2) Given the product [OH:11][C:3]1[CH:2]=[C:1]([CH:6]=[CH:5][CH:4]=1)[CH2:18][OH:14], predict the reactants needed to synthesize it. The reactants are: [C:1]1(P(=O)([O-])[O-])[CH:6]=[CH:5][CH:4]=[CH:3][CH:2]=1.[OH2:11].[OH-].[Na+].[O:14]1[CH2:18]CCC1. (3) Given the product [C:19]([O:18][C:16](=[O:17])[N:13]([CH2:12][C:11]1[C:2]([Cl:1])=[N:3][C:4]2[C:9]([CH:10]=1)=[CH:8][CH:7]=[CH:6][CH:5]=2)[CH2:14][CH3:15])([CH3:22])([CH3:21])[CH3:20], predict the reactants needed to synthesize it. The reactants are: [Cl:1][C:2]1[C:11]([CH2:12][NH:13][CH2:14][CH3:15])=[CH:10][C:9]2[C:4](=[CH:5][CH:6]=[CH:7][CH:8]=2)[N:3]=1.[C:16](O[C:16]([O:18][C:19]([CH3:22])([CH3:21])[CH3:20])=[O:17])([O:18][C:19]([CH3:22])([CH3:21])[CH3:20])=[O:17]. (4) The reactants are: Cl.[S:2]1[C:10]2[CH2:9][CH2:8][NH:7][CH2:6][C:5]=2[CH:4]=[CH:3]1.[OH-].[Na+].S1C2CCNCC=2C=C1.[CH2:22]([O:24][C:25](=[O:43])[C:26]([CH3:42])([CH3:41])[CH2:27][CH2:28][CH2:29][CH2:30][CH2:31][CH:32](Br)[C:33]1[CH:38]=[CH:37][CH:36]=[CH:35][C:34]=1[Cl:39])[CH3:23].C(=O)([O-])[O-].[K+].[K+]. Given the product [CH2:22]([O:24][C:25](=[O:43])[C:26]([CH3:42])([CH3:41])[CH2:27][CH2:28][CH2:29][CH2:30][CH2:31][CH:32]([C:33]1[CH:38]=[CH:37][CH:36]=[CH:35][C:34]=1[Cl:39])[N:7]1[CH2:8][CH2:9][C:10]2[S:2][CH:3]=[CH:4][C:5]=2[CH2:6]1)[CH3:23], predict the reactants needed to synthesize it. (5) Given the product [BH2:2][C:7]1[CH:8]=[CH:9][C:10]([C:11]([NH:13][S:14]([C:17]2[CH:22]=[CH:21][C:20]([NH:23][CH2:24][CH2:25][S:26][C:27]3[CH:32]=[CH:31][CH:30]=[CH:29][CH:28]=3)=[C:19]([N+:33]([O-:35])=[O:34])[CH:18]=2)(=[O:15])=[O:16])=[O:12])=[CH:36][CH:37]=1, predict the reactants needed to synthesize it. The reactants are: O1CCCO[B:2]1[C:7]1[CH:37]=[CH:36][C:10]([C:11]([NH:13][S:14]([C:17]2[CH:22]=[CH:21][C:20]([NH:23][CH2:24][CH2:25][S:26][C:27]3[CH:32]=[CH:31][CH:30]=[CH:29][CH:28]=3)=[C:19]([N+:33]([O-:35])=[O:34])[CH:18]=2)(=[O:16])=[O:15])=[O:12])=[CH:9][CH:8]=1.[OH-].[K+]. (6) Given the product [CH3:1][C:2]([S:19]([CH3:22])(=[O:21])=[O:20])([CH2:6][CH2:7][C:8]1[CH:13]=[CH:12][C:11]([N:14]2[CH:18]=[CH:17][CH:16]=[N:15]2)=[CH:10][CH:9]=1)[C:3]([NH:48][O:47][CH:42]1[CH2:43][CH2:44][CH2:45][CH2:46][O:41]1)=[O:5], predict the reactants needed to synthesize it. The reactants are: [CH3:1][C:2]([S:19]([CH3:22])(=[O:21])=[O:20])([CH2:6][CH2:7][C:8]1[CH:13]=[CH:12][C:11]([N:14]2[CH:18]=[CH:17][CH:16]=[N:15]2)=[CH:10][CH:9]=1)[C:3]([OH:5])=O.O.ON1C2C=CC=CC=2N=N1.C(N(CC)CC)C.[O:41]1[CH2:46][CH2:45][CH2:44][CH2:43][CH:42]1[O:47][NH2:48]. (7) Given the product [CH3:18][N:19]([CH3:21])[NH:20][C:9](=[O:8])[C:10]1[CH:15]=[CH:14][CH:13]=[CH:12][C:11]=1[NH:6][CH2:1][CH2:2][CH2:3][CH2:4][CH3:5], predict the reactants needed to synthesize it. The reactants are: [CH2:1]([N:6]1[C:11]2[CH:12]=[CH:13][CH:14]=[CH:15][C:10]=2[C:9](=O)[O:8]C1=O)[CH2:2][CH2:3][CH2:4][CH3:5].[CH3:18][N:19]([CH3:21])[NH2:20]. (8) The reactants are: [F:1][C:2]1[CH:12]=[C:11]([F:13])[CH:10]=[CH:9][C:3]=1[CH2:4][S:5]([Cl:8])(=[O:7])=[O:6].Cl.Cl.[CH2:16]([N:25]1[CH2:30][CH2:29][NH:28][CH2:27][CH2:26]1)[C:17]([C:19]1[CH:24]=[CH:23][CH:22]=[CH:21][CH:20]=1)=[O:18].C([O-])([O-])=O.[K+].[K+]. Given the product [ClH:8].[CH2:16]([N:25]1[CH2:30][CH2:29][N:28]([S:5]([CH2:4][C:3]2[CH:9]=[CH:10][C:11]([F:13])=[CH:12][C:2]=2[F:1])(=[O:7])=[O:6])[CH2:27][CH2:26]1)[C:17]([C:19]1[CH:20]=[CH:21][CH:22]=[CH:23][CH:24]=1)=[O:18], predict the reactants needed to synthesize it.